Dataset: Forward reaction prediction with 1.9M reactions from USPTO patents (1976-2016). Task: Predict the product of the given reaction. (1) Given the reactants [Br:1][C:2]1[C:3]([F:21])=[CH:4][C:5]2[CH:11]3[CH2:12][CH:9]([CH2:10]3)[N:8]3[CH:13]=[C:14]([C:16]([O:18][CH3:19])=[O:17])[N:15]=[C:7]3[C:6]=2[CH:20]=1.[CH3:22][N:23]1[C:27]([CH:28]=[O:29])=[CH:26][CH:25]=[N:24]1, predict the reaction product. The product is: [Br:1][C:2]1[C:3]([F:21])=[CH:4][C:5]2[CH:11]3[CH2:10][CH:9]([CH2:12]3)[N:8]3[C:13]([CH:28]([OH:29])[C:27]4[N:23]([CH3:22])[N:24]=[CH:25][CH:26]=4)=[C:14]([C:16]([O:18][CH3:19])=[O:17])[N:15]=[C:7]3[C:6]=2[CH:20]=1. (2) Given the reactants C([O:8][NH:9]C(C1N=CC2N(CC3C=CC(F)=CC=3)C=NC=2C=1)=O)C1C=CC=CC=1.[F:29][C:30]1[CH:53]=[C:52]([F:54])[CH:51]=[CH:50][C:31]=1[CH2:32][N:33]1[C:37]2=[CH:38][N:39]=[C:40]([C:42]([OH:44])=O)[CH:41]=[C:36]2[CH:35]=[C:34]1[C:45]([O:47][CH2:48][CH3:49])=[O:46], predict the reaction product. The product is: [F:29][C:30]1[CH:53]=[C:52]([F:54])[CH:51]=[CH:50][C:31]=1[CH2:32][N:33]1[C:37]2=[CH:38][N:39]=[C:40]([C:42](=[O:44])[NH:9][OH:8])[CH:41]=[C:36]2[CH:35]=[C:34]1[C:45]([O:47][CH2:48][CH3:49])=[O:46]. (3) Given the reactants [N:1]([CH2:4][CH2:5][N:6]1[C:14]2[C:9](=[CH:10][C:11]([NH:15][C:16]([C:18]3([C:21]4[CH:29]=[CH:28][C:24]5[O:25][CH2:26][O:27][C:23]=5[CH:22]=4)[CH2:20][CH2:19]3)=[O:17])=[CH:12][CH:13]=2)[CH:8]=[C:7]1[C:30]([CH3:33])([CH3:32])[CH3:31])=[N+]=[N-].CO.[CH3:36][C:37](O)=[O:38], predict the reaction product. The product is: [C:37]([NH:1][CH2:4][CH2:5][N:6]1[C:14]2[C:9](=[CH:10][C:11]([NH:15][C:16]([C:18]3([C:21]4[CH:29]=[CH:28][C:24]5[O:25][CH2:26][O:27][C:23]=5[CH:22]=4)[CH2:20][CH2:19]3)=[O:17])=[CH:12][CH:13]=2)[CH:8]=[C:7]1[C:30]([CH3:33])([CH3:32])[CH3:31])(=[O:38])[CH3:36]. (4) Given the reactants [NH2:1][CH2:2][CH:3]1[N:8]2[N:9]=[C:10]([C:14]3[CH:19]=[CH:18][C:17]([O:20][C:21]4[CH:26]=[CH:25][CH:24]=[CH:23][CH:22]=4)=[CH:16][CH:15]=3)[C:11]([C:12]#[N:13])=[C:7]2[NH:6][CH2:5][CH2:4]1.CS(C)=[O:29].[OH-].[Na+].OO, predict the reaction product. The product is: [NH2:1][CH2:2][CH:3]1[N:8]2[N:9]=[C:10]([C:14]3[CH:19]=[CH:18][C:17]([O:20][C:21]4[CH:26]=[CH:25][CH:24]=[CH:23][CH:22]=4)=[CH:16][CH:15]=3)[C:11]([C:12]([NH2:13])=[O:29])=[C:7]2[NH:6][CH2:5][CH2:4]1. (5) Given the reactants [C:1]1([NH:7][C:8](=O)[CH:9]=[CH:10][O:11][C:12]2[CH:17]=[CH:16][CH:15]=[CH:14][CH:13]=2)[CH:6]=[CH:5][CH:4]=[CH:3][CH:2]=1.[C:19]1(C)[CH:24]=[CH:23][CH:22]=[CH:21][CH:20]=1.[S:26](Cl)(Cl)=O, predict the reaction product. The product is: [C:1]1([N:7]=[C:8]([S:26][C:19]2[CH:24]=[CH:23][CH:22]=[CH:21][CH:20]=2)[CH:9]=[CH:10][O:11][C:12]2[CH:17]=[CH:16][CH:15]=[CH:14][CH:13]=2)[CH:6]=[CH:5][CH:4]=[CH:3][CH:2]=1.